Dataset: Full USPTO retrosynthesis dataset with 1.9M reactions from patents (1976-2016). Task: Predict the reactants needed to synthesize the given product. (1) Given the product [C:24]([O:23][C:21]([N:11]([CH2:10][CH2:9][NH:8][C:6]([O:5][C:1]([CH3:4])([CH3:3])[CH3:2])=[O:7])[CH:12]1[CH2:13][CH:14]([CH2:16][C:17]([O:19][CH3:20])=[O:18])[CH2:15]1)=[O:22])([CH3:27])([CH3:26])[CH3:25], predict the reactants needed to synthesize it. The reactants are: [C:1]([O:5][C:6]([NH:8][CH2:9][CH2:10][NH:11][CH:12]1[CH2:15][CH:14]([CH2:16][C:17]([O:19][CH3:20])=[O:18])[CH2:13]1)=[O:7])([CH3:4])([CH3:3])[CH3:2].[C:21](O[C:21]([O:23][C:24]([CH3:27])([CH3:26])[CH3:25])=[O:22])([O:23][C:24]([CH3:27])([CH3:26])[CH3:25])=[O:22]. (2) Given the product [C:32]1([CH2:31][O:30][C:28]([NH:27][C:26](=[C:17]2[CH2:18][CH2:19][CH:14]([C:13]([F:22])([F:21])[F:12])[CH2:15][CH2:16]2)[C:25]([O:24][CH3:23])=[O:44])=[O:29])[CH:33]=[CH:34][CH:35]=[CH:36][CH:37]=1, predict the reactants needed to synthesize it. The reactants are: C1CCN2C(=NCCC2)CC1.[F:12][C:13]([F:22])([F:21])[CH:14]1[CH2:19][CH2:18][C:17](=O)[CH2:16][CH2:15]1.[CH3:23][O:24][C:25](=[O:44])[CH:26](P(OC)(OC)=O)[NH:27][C:28]([O:30][CH2:31][C:32]1[CH:37]=[CH:36][CH:35]=[CH:34][CH:33]=1)=[O:29].CCCCCC.C(OCC)(=O)C. (3) Given the product [CH3:1][N:2]([CH3:15])[CH2:3][CH2:4][O:5][C:6]1[CH:11]=[CH:10][CH:9]=[CH:8][C:7]=1[NH2:12], predict the reactants needed to synthesize it. The reactants are: [CH3:1][N:2]([CH3:15])[CH2:3][CH2:4][O:5][C:6]1[CH:11]=[CH:10][CH:9]=[CH:8][C:7]=1[N+:12]([O-])=O. (4) Given the product [Cl:29][C:25]1[N:24]=[C:23]([C:30]2[CH:35]=[CH:34][CH:33]=[CH:32][CH:31]=2)[N:22]([CH2:21][C:18]2[CH:17]=[CH:16][C:15]([C:10]3[C:9]([S:6]([NH2:5])(=[O:7])=[O:8])=[CH:14][CH:13]=[CH:12][CH:11]=3)=[CH:20][CH:19]=2)[C:26]=1[CH:27]=[O:28], predict the reactants needed to synthesize it. The reactants are: CN(C=[N:5][S:6]([C:9]1[C:10]([C:15]2[CH:20]=[CH:19][C:18]([CH2:21][N:22]3[C:26]([CH:27]=[O:28])=[C:25]([Cl:29])[N:24]=[C:23]3[C:30]3[CH:35]=[CH:34][CH:33]=[CH:32][CH:31]=3)=[CH:17][CH:16]=2)=[CH:11][CH:12]=[CH:13][CH:14]=1)(=[O:8])=[O:7])C.Cl. (5) Given the product [CH:25]1([NH:24][C:22]([C:16]2[CH:15]=[C:14]([C:11]3[CH:12]=[CH:13][C:8]([C:6]4[O:7][C:3]([CH2:2][OH:29])=[N:4][N:5]=4)=[CH:9][CH:10]=3)[C:19]([CH3:20])=[C:18]([F:21])[CH:17]=2)=[O:23])[CH2:26][CH2:27]1, predict the reactants needed to synthesize it. The reactants are: N[CH2:2][C:3]1[O:7][C:6]([C:8]2[CH:13]=[CH:12][C:11]([C:14]3[C:19]([CH3:20])=[C:18]([F:21])[CH:17]=[C:16]([C:22]([NH:24][CH:25]4[CH2:27][CH2:26]4)=[O:23])[CH:15]=3)=[CH:10][CH:9]=2)=[N:5][N:4]=1.N([O-])=[O:29].[Na+].[OH-].[Na+]. (6) Given the product [Cl:1][C:2]1[CH:7]=[CH:6][C:5]2[N:4]([CH:19]=[C:20]([NH:22][C:23](=[O:24])[C:25]([F:28])([F:27])[F:26])[N:8]=2)[N:3]=1, predict the reactants needed to synthesize it. The reactants are: [Cl:1][C:2]1[CH:7]=[CH:6][C:5](=[N:8]S(C2C=CC(C)=CC=2)(=O)=O)[N:4]([CH2:19][C:20]([NH2:22])=O)[N:3]=1.[C:23](O[C:23]([C:25]([F:28])([F:27])[F:26])=[O:24])([C:25]([F:28])([F:27])[F:26])=[O:24]. (7) Given the product [Cl:1][C:2]1[CH:21]=[CH:20][CH:19]=[C:18]([Cl:22])[C:3]=1[CH2:4][C:5]1[CH:6]=[C:7]([NH:27][C:26]2[CH:28]=[CH:29][C:30]([N:32]3[CH2:37][CH2:36][N:35]([CH3:38])[CH2:34][CH2:33]3)=[CH:31][C:25]=2[O:24][CH3:23])[C:8]([C:12]([O:14][CH2:15][CH3:16])=[O:13])=[C:9]([CH3:11])[N:10]=1, predict the reactants needed to synthesize it. The reactants are: [Cl:1][C:2]1[CH:21]=[CH:20][CH:19]=[C:18]([Cl:22])[C:3]=1[CH2:4][C:5]1[N:10]=[C:9]([CH3:11])[C:8]([C:12]([O:14][CH2:15][CH3:16])=[O:13])=[C:7](Cl)[CH:6]=1.[CH3:23][O:24][C:25]1[CH:31]=[C:30]([N:32]2[CH2:37][CH2:36][N:35]([CH3:38])[CH2:34][CH2:33]2)[CH:29]=[CH:28][C:26]=1[NH2:27].C1(C)C=CC(S(O)(=O)=O)=CC=1.C(=O)(O)[O-].[Na+].